This data is from Full USPTO retrosynthesis dataset with 1.9M reactions from patents (1976-2016). The task is: Predict the reactants needed to synthesize the given product. Given the product [F:34][C:29]1[CH:28]=[C:27]([C@@H:26]2[CH2:25][CH2:24][NH:23][CH2:22][C@H:21]2[F:20])[CH:32]=[CH:31][C:30]=1[OH:33], predict the reactants needed to synthesize it. The reactants are: CS(O[C@H]1CCN(CC2C=CC(C)=CC=2)C1=O)(=O)=O.[F:20][C@H:21]1[C@H:26]([C:27]2[CH:32]=[CH:31][C:30]([OH:33])=[C:29]([F:34])[CH:28]=2)[CH2:25][CH2:24][N:23](C(OC(C)(C)C)=O)[CH2:22]1.CCN(C(C)C)C(C)C.